The task is: Predict the product of the given reaction.. This data is from Forward reaction prediction with 1.9M reactions from USPTO patents (1976-2016). (1) Given the reactants F[P-](F)(F)(F)(F)F.N1(OC(N(C)C)=[N+](C)C)C2N=CC=CC=2N=N1.Cl.[OH:26][C@H:27]1[CH2:31][NH:30][C@H:29]([C:32]([O:34][CH3:35])=[O:33])[CH2:28]1.[C:36]([O:40][C:41]([NH:43][CH:44]([C@H:48]([CH3:56])[CH2:49][CH:50]([CH3:55])[CH2:51][CH2:52][CH:53]=[CH2:54])[C:45](O)=[O:46])=[O:42])([CH3:39])([CH3:38])[CH3:37].CCN(CC)CC, predict the reaction product. The product is: [C:36]([O:40][C:41]([NH:43][C@@H:44]([C@H:48]([CH3:56])[CH2:49][CH:50]([CH3:55])[CH2:51][CH2:52][CH:53]=[CH2:54])[C:45]([N:30]1[CH2:31][C@H:27]([OH:26])[CH2:28][C@H:29]1[C:32]([O:34][CH3:35])=[O:33])=[O:46])=[O:42])([CH3:39])([CH3:38])[CH3:37]. (2) Given the reactants [Cl:1][C:2]1[CH:7]=[C:6]([F:8])[CH:5]=[CH:4][C:3]=1[C@@H:9]1[C:14]([C:15]([O:17][C@H:18]([CH3:25])[C:19]([O:21][CH:22]([CH3:24])[CH3:23])=[O:20])=[O:16])=[C:13]([CH3:26])[NH:12][C:11]([C:27]2[S:28][CH:29]=[CH:30][N:31]=2)=[N:10]1.C1C(=O)N([Br:39])C(=O)C1, predict the reaction product. The product is: [Br:39][CH2:26][C:13]1[NH:12][C:11]([C:27]2[S:28][CH:29]=[CH:30][N:31]=2)=[N:10][C@H:9]([C:3]2[CH:4]=[CH:5][C:6]([F:8])=[CH:7][C:2]=2[Cl:1])[C:14]=1[C:15]([O:17][C@H:18]([CH3:25])[C:19]([O:21][CH:22]([CH3:24])[CH3:23])=[O:20])=[O:16]. (3) Given the reactants [C:1]([NH:4][C:5]1[CH:13]=[CH:12][C:8]([C:9]([OH:11])=O)=[CH:7][CH:6]=1)(=[O:3])[CH3:2].[NH2:14][C:15]1[CH:20]=[CH:19][CH:18]=[CH:17][C:16]=1[NH:21][C:22](=[O:28])[O:23][C:24]([CH3:27])([CH3:26])[CH3:25].CN(C=O)C.C(Cl)CCl, predict the reaction product. The product is: [C:1]([NH:4][C:5]1[CH:6]=[CH:7][C:8]([C:9]([NH:14][C:15]2[CH:20]=[CH:19][CH:18]=[CH:17][C:16]=2[NH:21][C:22](=[O:28])[O:23][C:24]([CH3:26])([CH3:25])[CH3:27])=[O:11])=[CH:12][CH:13]=1)(=[O:3])[CH3:2]. (4) Given the reactants [CH2:1]([C:5]1[CH:10]=[CH:9][C:8]([C:11]#[C:12][C:13]2[CH:20]=[CH:19][C:16]([CH:17]=O)=[CH:15][CH:14]=2)=[CH:7][CH:6]=1)[CH2:2][CH2:3][CH3:4].[CH2:21]([NH2:27])[CH2:22][CH2:23][CH2:24][CH2:25][CH3:26].C(O)(=O)C.C(O[BH-](OC(=O)C)OC(=O)C)(=O)C.[Na+], predict the reaction product. The product is: [CH2:1]([C:5]1[CH:10]=[CH:9][C:8]([C:11]#[C:12][C:13]2[CH:20]=[CH:19][C:16]([CH2:17][NH:27][CH2:21][CH2:22][CH2:23][CH2:24][CH2:25][CH3:26])=[CH:15][CH:14]=2)=[CH:7][CH:6]=1)[CH2:2][CH2:3][CH3:4]. (5) Given the reactants [CH:1]1([C:4]2[N:5]([CH3:11])[CH:6]=[C:7]([CH:9]=O)[N:8]=2)[CH2:3][CH2:2]1.C1(C2N(C)C(C=O)=CN=2)CC1.N(C1C=C(C=CC=1C)C(NC1C=C(C(C)(C)C)C=C(NS(C)(=O)=O)C=1OC)=O)=[N+]=[N-].[C:53]([C:57]1[CH:58]=[C:59]([NH:89][S:90]([CH3:93])(=[O:92])=[O:91])[C:60]([O:87][CH3:88])=[C:61]([NH:63][C:64](=[O:86])[C:65]2[CH:70]=[CH:69][C:68]([CH3:71])=[C:67]([N:72]3[CH:76]=C(C4N(C)C(C5CC5)=NC=4)[N:74]=[N:73]3)[CH:66]=2)[CH:62]=1)([CH3:56])([CH3:55])[CH3:54], predict the reaction product. The product is: [C:53]([C:57]1[CH:58]=[C:59]([NH:89][S:90]([CH3:93])(=[O:91])=[O:92])[C:60]([O:87][CH3:88])=[C:61]([NH:63][C:64](=[O:86])[C:65]2[CH:70]=[CH:69][C:68]([CH3:71])=[C:67]([N:72]3[CH:76]=[C:9]([C:7]4[N:8]=[C:4]([CH:1]5[CH2:3][CH2:2]5)[N:5]([CH3:11])[CH:6]=4)[N:74]=[N:73]3)[CH:66]=2)[CH:62]=1)([CH3:56])([CH3:54])[CH3:55].